This data is from Full USPTO retrosynthesis dataset with 1.9M reactions from patents (1976-2016). The task is: Predict the reactants needed to synthesize the given product. (1) Given the product [NH2:32][CH:25]1[CH2:26][CH2:27][CH2:28][C:23]([C:20]2[CH:21]=[CH:22][C:17]([C:15]([N:7]3[C:8]4[CH:14]=[CH:13][CH:12]=[CH:11][C:9]=4[CH2:10][N:4]4[CH:3]=[CH:2][CH:1]=[C:5]4[CH2:6]3)=[O:16])=[CH:18][C:19]=2[CH3:31])=[C:24]1[CH3:30], predict the reactants needed to synthesize it. The reactants are: [CH:1]1[CH:2]=[CH:3][N:4]2[CH2:10][C:9]3[CH:11]=[CH:12][CH:13]=[CH:14][C:8]=3[N:7]([C:15]([C:17]3[CH:22]=[CH:21][C:20]([C:23]4[CH2:28][CH2:27][CH2:26][CH:25](O)[C:24]=4[CH3:30])=[C:19]([CH3:31])[CH:18]=3)=[O:16])[CH2:6][C:5]=12.[N:32]12CCCN=C1CCCCC2.C1(P(N=[N+]=[N-])(C2C=CC=CC=2)=O)C=CC=CC=1. (2) Given the product [C:2]([Cl:1])(=[O:5])[O:24][CH2:23][C:18]1[CH:19]=[C:20]([O:21][CH3:22])[C:15]([O:14][CH3:13])=[CH:16][C:17]=1[N+:25]([O-:27])=[O:26], predict the reactants needed to synthesize it. The reactants are: [Cl:1][C:2]([O:5]C(=O)OC(Cl)(Cl)Cl)(Cl)Cl.[CH3:13][O:14][C:15]1[C:20]([O:21][CH3:22])=[CH:19][C:18]([CH2:23][OH:24])=[C:17]([N+:25]([O-:27])=[O:26])[CH:16]=1. (3) Given the product [C:1]([O:5][C:6](=[O:27])[N:7]([CH2:9][CH2:10][O:11][C:12]1[CH:17]=[C:16]([NH2:18])[N:15]=[C:14]([N:21]2[CH2:26][CH2:25][O:24][CH2:23][CH2:22]2)[N:13]=1)[CH3:8])([CH3:4])([CH3:2])[CH3:3], predict the reactants needed to synthesize it. The reactants are: [C:1]([O:5][C:6](=[O:27])[N:7]([CH2:9][CH2:10][O:11][C:12]1[CH:17]=[C:16]([N:18]=[N+]=[N-])[N:15]=[C:14]([N:21]2[CH2:26][CH2:25][O:24][CH2:23][CH2:22]2)[N:13]=1)[CH3:8])([CH3:4])([CH3:3])[CH3:2]. (4) Given the product [CH:14]([Si:13]([CH:20]([CH3:22])[CH3:21])([CH:17]([CH3:19])[CH3:18])[O:3][C:1]([C:4]1[O:5][C:6]2[CH:12]=[CH:11][CH:10]=[CH:9][C:7]=2[CH:8]=1)=[CH2:2])([CH3:16])[CH3:15], predict the reactants needed to synthesize it. The reactants are: [C:1]([C:4]1[O:5][C:6]2[CH:12]=[CH:11][CH:10]=[CH:9][C:7]=2[CH:8]=1)(=[O:3])[CH3:2].[Si:13](OS(C(F)(F)F)(=O)=O)([CH:20]([CH3:22])[CH3:21])([CH:17]([CH3:19])[CH3:18])[CH:14]([CH3:16])[CH3:15].CCN(C(C)C)C(C)C. (5) Given the product [CH3:52][N:53]1[CH2:58][CH2:57][N:56]([CH2:12][C:13]2[N:18]=[C:17]([N:19]3[CH2:23][CH2:22][CH2:21][CH:20]3[C:24]3[O:28][N:27]=[C:26]([C:29]4[CH:34]=[CH:33][CH:32]=[CH:31][N:30]=4)[CH:25]=3)[N:16]=[C:15]([NH:35][C:36]3[CH:40]=[C:39]([CH3:41])[NH:38][N:37]=3)[CH:14]=2)[CH2:55][CH2:54]1, predict the reactants needed to synthesize it. The reactants are: CC1C=CC(S(O[CH2:12][C:13]2[N:18]=[C:17]([N:19]3[CH2:23][CH2:22][CH2:21][CH:20]3[C:24]3[O:28][N:27]=[C:26]([C:29]4[CH:34]=[CH:33][CH:32]=[CH:31][N:30]=4)[CH:25]=3)[N:16]=[C:15]([NH:35][CH:36]3[CH:40]=[C:39]([CH3:41])[NH:38][N:37]3S(C3C=CC(C)=CC=3)(=O)=O)[CH:14]=2)(=O)=O)=CC=1.[CH3:52][N:53]1[CH2:58][CH2:57][NH:56][CH2:55][CH2:54]1.